Dataset: Catalyst prediction with 721,799 reactions and 888 catalyst types from USPTO. Task: Predict which catalyst facilitates the given reaction. (1) Reactant: [CH2:1]([O:3][C:4](=[O:17])[C:5]([C:10]1[CH:15]=[CH:14][N:13]=[C:12]([Br:16])[CH:11]=1)([CH2:8][OH:9])[CH2:6][OH:7])[CH3:2].[C@@:18]12(CS(O)(=O)=O)C(C)(C)C(C[CH2:24]1)C[C:19]2=O. Product: [CH2:1]([O:3][C:4]([C:5]1([C:10]2[CH:15]=[CH:14][N:13]=[C:12]([Br:16])[CH:11]=2)[CH2:8][O:9][C:18]([CH3:24])([CH3:19])[O:7][CH2:6]1)=[O:17])[CH3:2]. The catalyst class is: 3. (2) Reactant: [CH2:1]([O:8][C:9]1[CH:10]=[C:11]([OH:17])[CH:12]=[CH:13][C:14]=1[O:15][CH3:16])[C:2]1[CH:7]=[CH:6][CH:5]=[CH:4][CH:3]=1.CC(C)([O-])C.[K+].Cl[C:25]1[C:30]([CH3:31])=[CH:29][C:28]([N+:32]([O-:34])=[O:33])=[CH:27][C:26]=1[CH3:35]. Product: [CH2:1]([O:8][C:9]1[CH:10]=[C:11]([CH:12]=[CH:13][C:14]=1[O:15][CH3:16])[O:17][C:25]1[C:26]([CH3:35])=[CH:27][C:28]([N+:32]([O-:34])=[O:33])=[CH:29][C:30]=1[CH3:31])[C:2]1[CH:3]=[CH:4][CH:5]=[CH:6][CH:7]=1. The catalyst class is: 16. (3) Reactant: O.O.[OH:3][C:4]1[CH:9]=[C:8]([OH:10])[CH:7]=[C:6]([OH:11])[CH:5]=1.[C:12]1(=[CH:15][C:16](OC)=[O:17])[CH2:14][CH2:13]1.Cl.FC(F)(F)C(O)=O. Product: [OH:3][C:4]1[CH:9]=[C:8]([OH:10])[CH:7]=[C:6]2[C:5]=1[C:16](=[O:17])[CH2:15][C:12]1([O:11]2)[CH2:14][CH2:13]1. The catalyst class is: 145. (4) Reactant: [F:1][C:2]1[CH:7]=[C:6]([F:8])[CH:5]=[CH:4][C:3]=1[C:9]([F:16])([F:15])[C:10]([O:12]CC)=[O:11].O1CCCC1.O.[OH-].[Li+]. Product: [F:1][C:2]1[CH:7]=[C:6]([F:8])[CH:5]=[CH:4][C:3]=1[C:9]([F:16])([F:15])[C:10]([OH:12])=[O:11]. The catalyst class is: 8. (5) Reactant: Br[CH2:2][C:3]([C:5]1[CH:10]=[CH:9][C:8]([F:11])=[C:7]([Br:12])[CH:6]=1)=O.[NH2:13][C:14]1[CH:19]=[CH:18][CH:17]=[CH:16][N:15]=1. Product: [Br:12][C:7]1[CH:6]=[C:5]([C:3]2[N:13]=[C:14]3[CH:19]=[CH:18][CH:17]=[CH:16][N:15]3[CH:2]=2)[CH:10]=[CH:9][C:8]=1[F:11]. The catalyst class is: 21. (6) The catalyst class is: 1. Reactant: [O:1]=[C:2]1[C:11]2[C:6](=[CH:7][CH:8]=[CH:9][CH:10]=2)[C:5]2[CH2:12][C:13]3[C:14]([C:19](OC)=[O:20])=[CH:15][CH:16]=[CH:17][C:18]=3[C:4]=2[NH:3]1.[H-].[Al+3].[Li+].[H-].[H-].[H-]. Product: [OH:20][CH2:19][C:14]1[C:13]2[CH2:12][C:5]3[C:6]4[C:11](=[CH:10][CH:9]=[CH:8][CH:7]=4)[C:2](=[O:1])[NH:3][C:4]=3[C:18]=2[CH:17]=[CH:16][CH:15]=1.